This data is from Full USPTO retrosynthesis dataset with 1.9M reactions from patents (1976-2016). The task is: Predict the reactants needed to synthesize the given product. (1) Given the product [CH3:27][CH2:28][CH2:29][CH2:30][CH2:31][CH2:32][CH2:33][CH2:34][CH2:35][CH2:36][CH2:37][CH2:38][O:39][S:40]([O-:43])(=[O:42])=[O:41].[Na+:44], predict the reactants needed to synthesize it. The reactants are: C(N(C(CO)(CO)CO)CCO)CO.C1N(CCS(O)(=O)=O)CCOC1.[CH3:27][CH2:28][CH2:29][CH2:30][CH2:31][CH2:32][CH2:33][CH2:34][CH2:35][CH2:36][CH2:37][CH2:38][O:39][S:40]([O-:43])(=[O:42])=[O:41].[Na+:44]. (2) Given the product [CH3:23][C:14]1([CH3:24])[CH2:15][N:16]([CH:19]2[CH2:22][O:21][CH2:20]2)[CH2:17][CH2:18][N:13]1[C:11]([C:9]1[S:8][C:6]2[N:7]=[C:2]([N:34]3[C:35]4[CH:41]=[CH:40][CH:39]=[CH:38][C:36]=4[N:37]=[C:33]3[CH2:31][CH3:32])[N:3]=[C:4]([N:25]3[CH2:30][CH2:29][O:28][CH2:27][CH2:26]3)[C:5]=2[N:10]=1)=[O:12], predict the reactants needed to synthesize it. The reactants are: Cl[C:2]1[N:3]=[C:4]([N:25]2[CH2:30][CH2:29][O:28][CH2:27][CH2:26]2)[C:5]2[N:10]=[C:9]([C:11]([N:13]3[CH2:18][CH2:17][N:16]([CH:19]4[CH2:22][O:21][CH2:20]4)[CH2:15][C:14]3([CH3:24])[CH3:23])=[O:12])[S:8][C:6]=2[N:7]=1.[CH2:31]([C:33]1[NH:34][C:35]2[CH:41]=[CH:40][CH:39]=[CH:38][C:36]=2[N:37]=1)[CH3:32].CC(C1C=C(C(C)C)C(C2C=CC=CC=2P(C2CCCCC2)C2CCCCC2)=C(C(C)C)C=1)C.C([O-])([O-])=O.[Cs+].[Cs+]. (3) Given the product [NH:15]1[CH2:18][CH:17]([C:19]([N:21]2[CH2:25][CH2:24][C@@H:23]([OH:26])[CH2:22]2)=[O:20])[CH2:16]1, predict the reactants needed to synthesize it. The reactants are: FC(F)(F)C(O)=O.C(OC([N:15]1[CH2:18][CH:17]([C:19]([N:21]2[CH2:25][CH2:24][C@@H:23]([OH:26])[CH2:22]2)=[O:20])[CH2:16]1)=O)(C)(C)C. (4) Given the product [CH2:17]([S:24]([NH:27][C:28]([CH:30]1[CH2:31][N:32]([C:2]2[C:12]([C:13]#[N:14])=[CH:11][C:5]([C:6]([O:8][CH2:9][CH3:10])=[O:7])=[C:4]([CH2:15][F:16])[N:3]=2)[CH2:33]1)=[O:29])(=[O:25])=[O:26])[C:18]1[CH:19]=[CH:20][CH:21]=[CH:22][CH:23]=1, predict the reactants needed to synthesize it. The reactants are: Cl[C:2]1[C:12]([C:13]#[N:14])=[CH:11][C:5]([C:6]([O:8][CH2:9][CH3:10])=[O:7])=[C:4]([CH2:15][F:16])[N:3]=1.[CH2:17]([S:24]([NH:27][C:28]([CH:30]1[CH2:33][NH:32][CH2:31]1)=[O:29])(=[O:26])=[O:25])[C:18]1[CH:23]=[CH:22][CH:21]=[CH:20][CH:19]=1. (5) The reactants are: C1(C(C2C=CC=CC=2)[N:8]2[CH2:11][C:10]([N:13]3[CH2:17][CH2:16][CH2:15][CH2:14]3)([CH3:12])[CH2:9]2)C=CC=CC=1.[ClH:24]. Given the product [ClH:24].[ClH:24].[CH3:12][C:10]1([N:13]2[CH2:17][CH2:16][CH2:15][CH2:14]2)[CH2:11][NH:8][CH2:9]1, predict the reactants needed to synthesize it. (6) Given the product [CH3:1][O:2][C:3]([C@@H:5]1[CH2:10][CH2:9][C@@H:8]([CH3:11])[N:7]([C:26]([O:25][CH2:18][C:19]2[CH:24]=[CH:23][CH:22]=[CH:21][CH:20]=2)=[O:27])[C@H:6]1[C:12]1[CH:13]=[CH:14][CH:15]=[CH:16][CH:17]=1)=[O:4], predict the reactants needed to synthesize it. The reactants are: [CH3:1][O:2][C:3]([CH:5]1[CH2:10][CH2:9][CH:8]([CH3:11])[NH:7][CH:6]1[C:12]1[CH:17]=[CH:16][CH:15]=[CH:14][CH:13]=1)=[O:4].[CH2:18]([O:25][C:26](Cl)=[O:27])[C:19]1[CH:24]=[CH:23][CH:22]=[CH:21][CH:20]=1. (7) The reactants are: Br[C:2]1[CH:3]=[C:4]2[C:8](=[CH:9][CH:10]=1)[N:7]([C:11]1[CH:16]=[CH:15][CH:14]=[CH:13][C:12]=1[O:17][CH3:18])[N:6]=[CH:5]2.[Cl:19][C:20]1[CH:25]=[C:24]([Cl:26])[CH:23]=[CH:22][C:21]=1[CH:27]([CH3:30])[CH:28]=[O:29]. Given the product [Cl:19][C:20]1[CH:25]=[C:24]([Cl:26])[CH:23]=[CH:22][C:21]=1[CH:27]([CH3:30])[CH:28]([C:2]1[CH:3]=[C:4]2[C:8](=[CH:9][CH:10]=1)[N:7]([C:11]1[CH:16]=[CH:15][CH:14]=[CH:13][C:12]=1[O:17][CH3:18])[N:6]=[CH:5]2)[OH:29], predict the reactants needed to synthesize it.